From a dataset of Peptide-MHC class I binding affinity with 185,985 pairs from IEDB/IMGT. Regression. Given a peptide amino acid sequence and an MHC pseudo amino acid sequence, predict their binding affinity value. This is MHC class I binding data. (1) The peptide sequence is WCRVGRGTI. The binding affinity (normalized) is 0.0847. The MHC is HLA-B15:01 with pseudo-sequence HLA-B15:01. (2) The peptide sequence is YQPSSGCYI. The MHC is HLA-A29:02 with pseudo-sequence HLA-A29:02. The binding affinity (normalized) is 0.114.